From a dataset of NCI-60 drug combinations with 297,098 pairs across 59 cell lines. Regression. Given two drug SMILES strings and cell line genomic features, predict the synergy score measuring deviation from expected non-interaction effect. (1) Drug 1: CN(C)C1=NC(=NC(=N1)N(C)C)N(C)C. Drug 2: CC1=C(C=C(C=C1)NC(=O)C2=CC=C(C=C2)CN3CCN(CC3)C)NC4=NC=CC(=N4)C5=CN=CC=C5. Cell line: KM12. Synergy scores: CSS=2.72, Synergy_ZIP=-6.17, Synergy_Bliss=-15.5, Synergy_Loewe=-17.9, Synergy_HSA=-17.5. (2) Drug 1: COC1=C(C=C2C(=C1)N=CN=C2NC3=CC(=C(C=C3)F)Cl)OCCCN4CCOCC4. Drug 2: CN(C(=O)NC(C=O)C(C(C(CO)O)O)O)N=O. Cell line: HT29. Synergy scores: CSS=21.6, Synergy_ZIP=-4.16, Synergy_Bliss=-2.35, Synergy_Loewe=-21.4, Synergy_HSA=-0.397. (3) Drug 1: C1=CC(=CC=C1CC(C(=O)O)N)N(CCCl)CCCl.Cl. Drug 2: CC1C(C(CC(O1)OC2CC(OC(C2O)C)OC3=CC4=CC5=C(C(=O)C(C(C5)C(C(=O)C(C(C)O)O)OC)OC6CC(C(C(O6)C)O)OC7CC(C(C(O7)C)O)OC8CC(C(C(O8)C)O)(C)O)C(=C4C(=C3C)O)O)O)O. Cell line: BT-549. Synergy scores: CSS=45.5, Synergy_ZIP=12.5, Synergy_Bliss=17.8, Synergy_Loewe=14.4, Synergy_HSA=15.3. (4) Drug 1: C1=CC(=C2C(=C1NCCNCCO)C(=O)C3=C(C=CC(=C3C2=O)O)O)NCCNCCO. Drug 2: CS(=O)(=O)CCNCC1=CC=C(O1)C2=CC3=C(C=C2)N=CN=C3NC4=CC(=C(C=C4)OCC5=CC(=CC=C5)F)Cl. Cell line: SR. Synergy scores: CSS=86.5, Synergy_ZIP=13.7, Synergy_Bliss=13.0, Synergy_Loewe=3.98, Synergy_HSA=13.9. (5) Drug 1: CC1=C(C(=CC=C1)Cl)NC(=O)C2=CN=C(S2)NC3=CC(=NC(=N3)C)N4CCN(CC4)CCO. Drug 2: CN1C2=C(C=C(C=C2)N(CCCl)CCCl)N=C1CCCC(=O)O.Cl. Cell line: U251. Synergy scores: CSS=7.88, Synergy_ZIP=-5.38, Synergy_Bliss=-2.82, Synergy_Loewe=0.0854, Synergy_HSA=0.363. (6) Drug 1: C1=CC(=CC=C1CCC2=CNC3=C2C(=O)NC(=N3)N)C(=O)NC(CCC(=O)O)C(=O)O. Drug 2: CCC1=CC2CC(C3=C(CN(C2)C1)C4=CC=CC=C4N3)(C5=C(C=C6C(=C5)C78CCN9C7C(C=CC9)(C(C(C8N6C)(C(=O)OC)O)OC(=O)C)CC)OC)C(=O)OC.C(C(C(=O)O)O)(C(=O)O)O. Cell line: SN12C. Synergy scores: CSS=33.9, Synergy_ZIP=-8.10, Synergy_Bliss=-8.19, Synergy_Loewe=-4.02, Synergy_HSA=-2.84. (7) Drug 1: CN1CCC(CC1)COC2=C(C=C3C(=C2)N=CN=C3NC4=C(C=C(C=C4)Br)F)OC. Drug 2: CCC(=C(C1=CC=CC=C1)C2=CC=C(C=C2)OCCN(C)C)C3=CC=CC=C3.C(C(=O)O)C(CC(=O)O)(C(=O)O)O. Cell line: SF-539. Synergy scores: CSS=2.72, Synergy_ZIP=-1.07, Synergy_Bliss=-1.55, Synergy_Loewe=-9.50, Synergy_HSA=-1.42. (8) Drug 1: C1=NC(=NC(=O)N1C2C(C(C(O2)CO)O)O)N. Drug 2: COCCOC1=C(C=C2C(=C1)C(=NC=N2)NC3=CC=CC(=C3)C#C)OCCOC.Cl. Cell line: SF-268. Synergy scores: CSS=15.8, Synergy_ZIP=-2.27, Synergy_Bliss=5.13, Synergy_Loewe=1.67, Synergy_HSA=5.28. (9) Synergy scores: CSS=1.74, Synergy_ZIP=-0.935, Synergy_Bliss=-1.38, Synergy_Loewe=-1.32, Synergy_HSA=-0.667. Drug 2: CCC1(CC2CC(C3=C(CCN(C2)C1)C4=CC=CC=C4N3)(C5=C(C=C6C(=C5)C78CCN9C7C(C=CC9)(C(C(C8N6C)(C(=O)OC)O)OC(=O)C)CC)OC)C(=O)OC)O.OS(=O)(=O)O. Drug 1: CC1CCC2CC(C(=CC=CC=CC(CC(C(=O)C(C(C(=CC(C(=O)CC(OC(=O)C3CCCCN3C(=O)C(=O)C1(O2)O)C(C)CC4CCC(C(C4)OC)O)C)C)O)OC)C)C)C)OC. Cell line: OVCAR-5. (10) Drug 1: C1=CC(=CC=C1CCC2=CNC3=C2C(=O)NC(=N3)N)C(=O)NC(CCC(=O)O)C(=O)O. Drug 2: CS(=O)(=O)OCCCCOS(=O)(=O)C. Cell line: MALME-3M. Synergy scores: CSS=10.6, Synergy_ZIP=-2.02, Synergy_Bliss=0.798, Synergy_Loewe=-9.21, Synergy_HSA=0.244.